From a dataset of CYP2C19 inhibition data for predicting drug metabolism from PubChem BioAssay. Regression/Classification. Given a drug SMILES string, predict its absorption, distribution, metabolism, or excretion properties. Task type varies by dataset: regression for continuous measurements (e.g., permeability, clearance, half-life) or binary classification for categorical outcomes (e.g., BBB penetration, CYP inhibition). Dataset: cyp2c19_veith. (1) The drug is COc1ccc2oc(=O)c(NC(=O)C3CCCCC3)cc2c1. The result is 0 (non-inhibitor). (2) The compound is CC(NC(=O)c1ccccc1F)C(=O)O. The result is 0 (non-inhibitor). (3) The molecule is O=C1CCCCCC1C1(O)C(=O)Nc2ccc(Br)cc21. The result is 1 (inhibitor). (4) The drug is COc1ccc(C(=O)N2CCCC2=O)cc1. The result is 1 (inhibitor). (5) The molecule is O=C(c1ccco1)N1CCC[C@@]2(CCN(c3ccccc3)C2)C1. The result is 1 (inhibitor). (6) The molecule is Cc1ccccc1Cn1nc(C)c(NC(=O)c2sc3ccccc3c2Cl)c1C. The result is 1 (inhibitor). (7) The molecule is COc1ccc(C(=O)CN(C(=O)c2ccc(Cl)cc2)N2C(=O)c3ccccc3C2=O)cc1. The result is 1 (inhibitor). (8) The result is 1 (inhibitor). The drug is Cn1cccc1C(=O)N1CCC[C@@]2(CCN(c3cccc(-c4ccccc4)c3)C2)C1. (9) The compound is Cn1c(=O)c(-c2cc(F)cc(F)c2)nc2cnc(N3CCOCC3)nc21. The result is 0 (non-inhibitor).